This data is from Forward reaction prediction with 1.9M reactions from USPTO patents (1976-2016). The task is: Predict the product of the given reaction. (1) Given the reactants [CH3:1][O:2][C:3]1[N:8]=[CH:7][C:6]([C:9]2[CH:14]=[CH:13][CH:12]=[CH:11][C:10]=2[N:15]2[CH2:20][CH2:19][NH:18][CH2:17][CH2:16]2)=[CH:5][N:4]=1.[N:21]1([CH2:30][C:31](O)=[O:32])[C:25]2=[N:26][CH:27]=[CH:28][CH:29]=[C:24]2[CH:23]=[CH:22]1.CN(C(ON1N=NC2C=CC=CC1=2)=[N+](C)C)C.[B-](F)(F)(F)F.CCN(C(C)C)C(C)C, predict the reaction product. The product is: [CH3:1][O:2][C:3]1[N:4]=[CH:5][C:6]([C:9]2[CH:14]=[CH:13][CH:12]=[CH:11][C:10]=2[N:15]2[CH2:20][CH2:19][N:18]([C:31](=[O:32])[CH2:30][N:21]3[C:25]4=[N:26][CH:27]=[CH:28][CH:29]=[C:24]4[CH:23]=[CH:22]3)[CH2:17][CH2:16]2)=[CH:7][N:8]=1. (2) Given the reactants [CH3:1][N:2]([C:10]1[CH:15]=[CH:14][C:13]([C:16]2[CH:25]=[C:24]([N+]([O-])=O)[C:23]3[C:18](=[CH:19][CH:20]=[CH:21][CH:22]=3)[N:17]=2)=[CH:12][CH:11]=1)[C:3](=[O:9])[O:4][C:5]([CH3:8])([CH3:7])[CH3:6].[F-:29].[K+], predict the reaction product. The product is: [CH3:1][N:2]([C:10]1[CH:15]=[CH:14][C:13]([C:16]2[CH:25]=[C:24]([F:29])[C:23]3[C:18](=[CH:19][CH:20]=[CH:21][CH:22]=3)[N:17]=2)=[CH:12][CH:11]=1)[C:3](=[O:9])[O:4][C:5]([CH3:8])([CH3:7])[CH3:6].[F:29][C:24]1[C:23]2[C:18](=[CH:19][CH:20]=[CH:21][CH:22]=2)[N:17]=[C:16]([C:13]2[CH:12]=[CH:11][C:10]([N:2]([CH3:1])[C:3](=[O:9])[O:4][CH2:15][CH2:10][CH2:11][CH3:12])=[CH:15][CH:14]=2)[CH:25]=1.